From a dataset of Reaction yield outcomes from USPTO patents with 853,638 reactions. Predict the reaction yield, written as a fraction of the theoretical maximum amount of product (1.0 means a 100% yield; for example, 0.34 means a 34% yield). (1) The reactants are [C:1]([O:20][CH2:21][C@@H:22]([OH:35])[CH2:23][CH2:24][O:25][CH2:26][C:27]1[CH:32]=[CH:31][C:30]([O:33][CH3:34])=[CH:29][CH:28]=1)([C:14]1[CH:19]=[CH:18][CH:17]=[CH:16][CH:15]=1)([C:8]1[CH:13]=[CH:12][CH:11]=[CH:10][CH:9]=1)[C:2]1[CH:7]=[CH:6][CH:5]=[CH:4][CH:3]=1.[CH3:36][C:37](C)([O-])[CH3:38].[K+].C(Br)C=C. The catalyst is C1COCC1.CCCCCC. The product is [C:1]([O:20][CH2:21][C@@H:22]([O:35][CH2:38][CH:37]=[CH2:36])[CH2:23][CH2:24][O:25][CH2:26][C:27]1[CH:28]=[CH:29][C:30]([O:33][CH3:34])=[CH:31][CH:32]=1)([C:8]1[CH:13]=[CH:12][CH:11]=[CH:10][CH:9]=1)([C:2]1[CH:3]=[CH:4][CH:5]=[CH:6][CH:7]=1)[C:14]1[CH:19]=[CH:18][CH:17]=[CH:16][CH:15]=1. The yield is 0.990. (2) The reactants are [Br:1][C:2]1[CH:7]=[CH:6][C:5]([NH:8][C:9]2[C:10]([C:24]([OH:26])=O)=[CH:11][C:12]3[N:16]([CH2:17][CH2:18][CH2:19][CH:20]=[CH2:21])[CH:15]=[N:14][C:13]=3[C:22]=2[F:23])=[C:4]([CH3:27])[CH:3]=1.CCN(C(C)C)C(C)C.C1CN([P+](ON2N=NC3C=[CH:58][CH:59]=[CH:60][C:55]2=3)(N2CCCC2)N2CCCC2)CC1.F[P-](F)(F)(F)(F)F.Cl.C1([N:74](C)[OH:75])CC1. The catalyst is C1COCC1.C(OCC)(=O)C.C(Cl)Cl. The product is [CH:59]1([CH2:58][O:75][NH:74][C:24]([C:10]2[C:9]([NH:8][C:5]3[CH:6]=[CH:7][C:2]([Br:1])=[CH:3][C:4]=3[CH3:27])=[C:22]([F:23])[C:13]3[N:14]=[CH:15][N:16]([CH2:17][CH2:18][CH2:19][CH:20]=[CH2:21])[C:12]=3[CH:11]=2)=[O:26])[CH2:60][CH2:55]1. The yield is 0.700. (3) The reactants are FC(F)(F)S(O[C:7]1[CH:15]=[CH:14][CH:13]=[C:12]2[C:8]=1[CH:9]=[C:10]([CH3:16])[NH:11]2)(=O)=O.B1(B2OC(C)(C)C(C)(C)O2)OC(C)(C)C(C)(C)O1.C([O-])(=O)C.[K+].Cl[C:43]1[N:48]=[C:47]([N:49]2[CH2:54][CH2:53][O:52][CH2:51][C@H:50]2[CH3:55])[CH:46]=[C:45]([C:56]2([S:62]([CH3:65])(=[O:64])=[O:63])[CH2:61][CH2:60][O:59][CH2:58][CH2:57]2)[N:44]=1.C(=O)([O-])[O-].[Na+].[Na+]. The catalyst is O1CCOCC1.C1C=CC(P(C2C=CC=CC=2)[C-]2C=CC=C2)=CC=1.C1C=CC(P(C2C=CC=CC=2)[C-]2C=CC=C2)=CC=1.Cl[Pd]Cl.[Fe+2].C1(P(C2C=CC=CC=2)[C-]2C=CC=C2)C=CC=CC=1.[C-]1(P(C2C=CC=CC=2)C2C=CC=CC=2)C=CC=C1.[Fe+2].C1C=CC([P]([Pd]([P](C2C=CC=CC=2)(C2C=CC=CC=2)C2C=CC=CC=2)([P](C2C=CC=CC=2)(C2C=CC=CC=2)C2C=CC=CC=2)[P](C2C=CC=CC=2)(C2C=CC=CC=2)C2C=CC=CC=2)(C2C=CC=CC=2)C2C=CC=CC=2)=CC=1. The product is [CH3:16][C:10]1[NH:11][C:12]2[C:8]([CH:9]=1)=[C:7]([C:43]1[N:48]=[C:47]([N:49]3[CH2:54][CH2:53][O:52][CH2:51][C@H:50]3[CH3:55])[CH:46]=[C:45]([C:56]3([S:62]([CH3:65])(=[O:63])=[O:64])[CH2:57][CH2:58][O:59][CH2:60][CH2:61]3)[N:44]=1)[CH:15]=[CH:14][CH:13]=2. The yield is 0.300. (4) The reactants are [N:1]1[C:10]2[C:5](=[CH:6][CH:7]=[CH:8][CH:9]=2)[CH:4]=[CH:3][C:2]=1[C:11]([OH:13])=O.S(Cl)(Cl)=O.[NH2:18][C:19]1[CH:28]=[C:27]([C:29]2[C:38]3[C:33](=[CH:34][C:35]([O:44][CH2:45][CH3:46])=[C:36]4[O:41][C:40]([CH3:43])([CH3:42])[CH2:39][C:37]4=3)[CH2:32][C:31]([CH3:48])([CH3:47])[N:30]=2)[CH:26]=[CH:25][C:20]=1[C:21]([O:23][CH3:24])=[O:22]. The catalyst is C1(C)C=CC=CC=1.CN(C)C=O.CN(C)C1C=CN=CC=1. The product is [CH2:45]([O:44][C:35]1[CH:34]=[C:33]2[C:38](=[C:37]3[CH2:39][C:40]([CH3:43])([CH3:42])[O:41][C:36]=13)[C:29]([C:27]1[CH:26]=[CH:25][C:20]([C:21]([O:23][CH3:24])=[O:22])=[C:19]([NH:18][C:11]([C:2]3[CH:3]=[CH:4][C:5]4[C:10](=[CH:9][CH:8]=[CH:7][CH:6]=4)[N:1]=3)=[O:13])[CH:28]=1)=[N:30][C:31]([CH3:47])([CH3:48])[CH2:32]2)[CH3:46]. The yield is 0.760. (5) The reactants are [F:1][C:2]1[CH:3]=[C:4]([CH:22]=[CH:23][C:24]=1[F:25])[CH2:5][C@@H:6]1[CH2:11][C@H:10]([C:12]2[O:16][NH:15][C:14](=[O:17])[CH:13]=2)[CH2:9][CH2:8][N:7]1C(OC)=O.Br. No catalyst specified. The product is [F:1][C:2]1[CH:3]=[C:4]([CH:22]=[CH:23][C:24]=1[F:25])[CH2:5][C@@H:6]1[CH2:11][C@H:10]([C:12]2[O:16][NH:15][C:14](=[O:17])[CH:13]=2)[CH2:9][CH2:8][NH:7]1. The yield is 0.270. (6) The reactants are Cl[C:2]1[CH:3]=[CH:4][C:5]2[CH2:6][N:7]([CH2:19][CH2:20][OH:21])[CH2:8][C@@H:9]([C:13]3[CH:18]=[CH:17][CH:16]=[CH:15][CH:14]=3)[O:10][C:11]=2[N:12]=1.[CH3:22][O:23][C:24]1[CH:25]=[C:26]([CH:28]=[CH:29][C:30]=1[N:31]1[C:35]([CH3:36])=[CH:34][N:33]=[CH:32]1)[NH2:27].C1(P(C2CCCCC2)C2C=CC=CC=2C2C=CC=CC=2)CCCCC1.C([O-])([O-])=O.[Cs+].[Cs+]. The catalyst is ClCCl.CC([O-])=O.CC([O-])=O.[Pd+2].CO. The product is [CH3:22][O:23][C:24]1[CH:25]=[C:26]([NH:27][C:2]2[CH:3]=[CH:4][C:5]3[CH2:6][N:7]([CH2:19][CH2:20][OH:21])[CH2:8][C@@H:9]([C:13]4[CH:18]=[CH:17][CH:16]=[CH:15][CH:14]=4)[O:10][C:11]=3[N:12]=2)[CH:28]=[CH:29][C:30]=1[N:31]1[C:35]([CH3:36])=[CH:34][N:33]=[CH:32]1. The yield is 0.100. (7) The reactants are C(OC([N:8]1[C:12]2[CH:13]=[C:14]([F:18])[CH:15]=[C:16]([I:17])[C:11]=2[N:10]=[CH:9]1)=O)(C)(C)C.FC1C=C(N)C(N)=C(I)C=1.[OH-].[Na+]. The catalyst is C(O)=O. The product is [F:18][C:14]1[CH:15]=[C:16]([I:17])[C:11]2[N:10]=[CH:9][NH:8][C:12]=2[CH:13]=1. The yield is 0.860. (8) The reactants are C([Mg]Cl)(C)C.[Cl:6][C:7]1[CH:12]=[CH:11][C:10]([CH2:13][CH3:14])=[C:9](I)[CH:8]=1.C[O:17][B:18](OC)[O:19]C.Cl. The catalyst is C1COCC1. The product is [Cl:6][C:7]1[CH:12]=[CH:11][C:10]([CH2:13][CH3:14])=[C:9]([B:18]([OH:19])[OH:17])[CH:8]=1. The yield is 0.720.